Task: Binary Classification. Given a drug SMILES string, predict its activity (active/inactive) in a high-throughput screening assay against a specified biological target.. Dataset: M1 muscarinic receptor antagonist screen with 61,756 compounds (1) The compound is O=c1n2[nH]c(nc2nc(c1Cc1ccccc1)C)c1ccc(OC)cc1. The result is 0 (inactive). (2) The molecule is S(c1n(c(nn1)c1oc2c(c1)cccc2OC)CC=C)CC(=O)c1ccc(OC)cc1. The result is 0 (inactive). (3) The molecule is S(=O)(=O)(NCCO)c1c(ccc(c2nn(c(=O)c3c2cccc3)C)c1)C. The result is 0 (inactive). (4) The compound is O1C(COCC1)CNC(=O)Cn1nc(nn1)c1oc(cc1)C. The result is 0 (inactive). (5) The molecule is OC(=O)C(NC(=O)c1c(NC(=O)c2occc2)cccc1)CC. The result is 0 (inactive). (6) The drug is Clc1ccc(c2oc(NCc3occc3)c(n2)C#N)cc1. The result is 0 (inactive). (7) The compound is N(/n1cnnc1)=C\C1CCCCC1. The result is 0 (inactive).